This data is from Forward reaction prediction with 1.9M reactions from USPTO patents (1976-2016). The task is: Predict the product of the given reaction. (1) Given the reactants C[O:2][C:3]1[CH:10]=[CH:9][C:6]([C:7]#[N:8])=[CH:5][CH:4]=1.C[O-].[Na+], predict the reaction product. The product is: [C:7]([C:6]1[CH:9]=[CH:10][C:3]([OH:2])=[CH:4][CH:5]=1)#[N:8]. (2) Given the reactants [Cl:1][C:2]1[N:7]=[C:6]([NH:8][CH:9]2[CH2:13][CH2:12][CH2:11][CH2:10]2)[C:5]([C:14]#[C:15][CH:16]([O:20][CH2:21][CH3:22])[O:17][CH2:18][CH3:19])=[CH:4][N:3]=1.CCCC[N+](CCCC)(CCCC)CCCC.[F-], predict the reaction product. The product is: [Cl:1][C:2]1[N:3]=[CH:4][C:5]2[CH:14]=[C:15]([CH:16]([O:20][CH2:21][CH3:22])[O:17][CH2:18][CH3:19])[N:8]([CH:9]3[CH2:13][CH2:12][CH2:11][CH2:10]3)[C:6]=2[N:7]=1. (3) Given the reactants [CH3:1][C:2]1[CH:11]=[C:10]([O:12][CH2:13][CH:14]2[CH2:19][CH2:18][N:17](C(OC(C)(C)C)=O)[CH2:16][CH2:15]2)[C:9]2[C:4](=[CH:5][CH:6]=[CH:7][CH:8]=2)[N:3]=1.Cl, predict the reaction product. The product is: [CH3:1][C:2]1[CH:11]=[C:10]([O:12][CH2:13][CH:14]2[CH2:19][CH2:18][NH:17][CH2:16][CH2:15]2)[C:9]2[C:4](=[CH:5][CH:6]=[CH:7][CH:8]=2)[N:3]=1.